From a dataset of Peptide-MHC class I binding affinity with 185,985 pairs from IEDB/IMGT. Regression. Given a peptide amino acid sequence and an MHC pseudo amino acid sequence, predict their binding affinity value. This is MHC class I binding data. (1) The peptide sequence is GPIGKLIA. The MHC is HLA-A02:02 with pseudo-sequence HLA-A02:02. The binding affinity (normalized) is 0. (2) The peptide sequence is KYYYSNSYL. The MHC is H-2-Kd with pseudo-sequence H-2-Kd. The binding affinity (normalized) is 0.968. (3) The peptide sequence is FLADYRGKT. The MHC is HLA-A11:01 with pseudo-sequence HLA-A11:01. The binding affinity (normalized) is 0.0847. (4) The peptide sequence is ELEASISGKY. The MHC is HLA-A30:02 with pseudo-sequence HLA-A30:02. The binding affinity (normalized) is 0.433.